From a dataset of CYP2C19 inhibition data for predicting drug metabolism from PubChem BioAssay. Regression/Classification. Given a drug SMILES string, predict its absorption, distribution, metabolism, or excretion properties. Task type varies by dataset: regression for continuous measurements (e.g., permeability, clearance, half-life) or binary classification for categorical outcomes (e.g., BBB penetration, CYP inhibition). Dataset: cyp2c19_veith. (1) The compound is Cn1c(=O)c2c(nc(N3CCN(c4ccccn4)CC3)n2Cc2ccccc2Cl)n(C)c1=O. The result is 1 (inhibitor). (2) The compound is Oc1ccccc1-c1cc(-c2ccccc2)no1. The result is 1 (inhibitor). (3) The compound is CCOc1c(OC(C)=O)ccc(/C=C/c2ccc3cccc(OC(C)=O)c3n2)c1[N+](=O)[O-]. The result is 1 (inhibitor). (4) The result is 0 (non-inhibitor). The molecule is NCC[C@H](O)C(=O)N[C@H]1C[C@@H](N)[C@@H](O[C@H]2O[C@@H](CN)[C@@H](O)[C@@H](O)[C@@H]2O)[C@@H](O)[C@@H]1O[C@H]1O[C@@H](CO)[C@@H](O)[C@@H](N)[C@@H]1O.O.